From a dataset of Reaction yield outcomes from USPTO patents with 853,638 reactions. Predict the reaction yield, written as a fraction of the theoretical maximum amount of product (1.0 means a 100% yield; for example, 0.34 means a 34% yield). (1) The reactants are [CH3:1][N:2]1[C:6]([C:7]2[CH:8]=[C:9]([C:13]([O:15]C)=[O:14])[S:10][C:11]=2[CH3:12])=[C:5]([CH3:17])[CH:4]=[N:3]1.[OH-].[Na+]. The catalyst is O1CCCC1. The product is [CH3:1][N:2]1[C:6]([C:7]2[CH:8]=[C:9]([C:13]([OH:15])=[O:14])[S:10][C:11]=2[CH3:12])=[C:5]([CH3:17])[CH:4]=[N:3]1. The yield is 0.960. (2) The reactants are [Cl:1][C:2]1[CH:3]=[CH:4][CH:5]=[C:6]2[C:11]=1[N:10]=[C:9]([CH2:12]Cl)[N:8]([C:14]1[CH:19]=[CH:18][CH:17]=[CH:16][C:15]=1[Cl:20])[C:7]2=[O:21].[N:22]1[C:30]([NH2:31])=[C:29]2[C:25]([N:26]=[CH:27][NH:28]2)=[N:24][CH:23]=1.C([O-])([O-])=O.[K+].[K+]. The catalyst is CN(C=O)C. The product is [NH2:31][C:30]1[N:22]=[CH:23][N:24]=[C:25]2[C:29]=1[N:28]=[CH:27][N:26]2[CH2:12][C:9]1[N:8]([C:14]2[CH:19]=[CH:18][CH:17]=[CH:16][C:15]=2[Cl:20])[C:7](=[O:21])[C:6]2[C:11](=[C:2]([Cl:1])[CH:3]=[CH:4][CH:5]=2)[N:10]=1. The yield is 0.390. (3) The reactants are C([O:4][P:5]([C:11]1[CH:16]=[CH:15][C:14]([O:17][C:18]2[CH:23]=[C:22]([C:24](=[O:31])[NH:25][C:26]3[S:27][CH:28]=[CH:29][N:30]=3)[CH:21]=[C:20]([S:32][C:33]3[N:34]([CH3:38])[CH:35]=[CH:36][N:37]=3)[CH:19]=2)=[CH:13][CH:12]=1)(=[O:10])[O:6]C(C)C)(C)C.[Br:39][Si](C)(C)C. The catalyst is C(Cl)Cl. The product is [BrH:39].[CH3:38][N:34]1[CH:35]=[CH:36][N:37]=[C:33]1[S:32][C:20]1[CH:19]=[C:18]([CH:23]=[C:22]([C:24](=[O:31])[NH:25][C:26]2[S:27][CH:28]=[CH:29][N:30]=2)[CH:21]=1)[O:17][C:14]1[CH:15]=[CH:16][C:11]([P:5](=[O:4])([OH:6])[OH:10])=[CH:12][CH:13]=1. The yield is 0.610. (4) The reactants are CN(C)C=O.[NH2:6][C:7]1[C:14]([O:15][CH2:16][CH2:17][C:18]2[CH:23]=[CH:22][CH:21]=[CH:20][N:19]=2)=[CH:13][C:12]([OH:24])=[CH:11][C:8]=1[C:9]#[N:10].C(=O)([O-])[O-].[K+].[K+].[CH:31](I)([CH3:33])[CH3:32]. The catalyst is C(OCC)(=O)C. The product is [NH2:6][C:7]1[C:14]([O:15][CH2:16][CH2:17][C:18]2[CH:23]=[CH:22][CH:21]=[CH:20][N:19]=2)=[CH:13][C:12]([O:24][CH:31]([CH3:33])[CH3:32])=[CH:11][C:8]=1[C:9]#[N:10]. The yield is 0.370. (5) The reactants are [C:1]([C:3]1[C:4]([F:14])=[CH:5][C:6]([O:12][CH3:13])=[C:7]([CH:11]=1)[C:8]([OH:10])=O)#[N:2].C(Cl)(=O)C(Cl)=O.C(N(C(C)C)CC)(C)C.Cl.[N+:31]([C:34]1[CH:35]=[C:36]([CH:39]=[CH:40][CH:41]=1)[CH2:37][NH2:38])([O-:33])=[O:32]. The catalyst is ClCCl.CN(C=O)C. The product is [C:1]([C:3]1[C:4]([F:14])=[CH:5][C:6]([O:12][CH3:13])=[C:7]([CH:11]=1)[C:8]([NH:38][CH2:37][C:36]1[CH:39]=[CH:40][CH:41]=[C:34]([N+:31]([O-:33])=[O:32])[CH:35]=1)=[O:10])#[N:2]. The yield is 0.630. (6) The reactants are [NH2:1][C:2]1[N:7]=[C:6]([N:8]2[C:12]3[CH:13]=[C:14](Br)[CH:15]=[CH:16][C:11]=3[N:10]=[C:9]2[O:18][CH2:19][CH2:20][OH:21])[CH:5]=[CH:4][N:3]=1.[Cl:22][C:23]1[CH:24]=[CH:25][C:26]([C:29]([OH:33])([C:31]#[CH:32])[CH3:30])=[N:27][CH:28]=1.C(N(CC)CC)C. The catalyst is CS(C)=O.Cl[Pd](Cl)([P](C1C=CC=CC=1)(C1C=CC=CC=1)C1C=CC=CC=1)[P](C1C=CC=CC=1)(C1C=CC=CC=1)C1C=CC=CC=1. The product is [NH2:1][C:2]1[N:7]=[C:6]([N:8]2[C:12]3[CH:13]=[C:14]([C:32]#[C:31][C:29]([C:26]4[CH:25]=[CH:24][C:23]([Cl:22])=[CH:28][N:27]=4)([OH:33])[CH3:30])[CH:15]=[CH:16][C:11]=3[N:10]=[C:9]2[O:18][CH2:19][CH2:20][OH:21])[CH:5]=[CH:4][N:3]=1. The yield is 0.0100. (7) The catalyst is CO.O.[Fe]. The reactants are [N+:1]([C:4]1[C:5]([Cl:11])=[N:6][C:7]([Cl:10])=[CH:8][CH:9]=1)([O-])=O.[Cl-].[NH4+]. The yield is 0.926. The product is [Cl:11][C:5]1[C:4]([NH2:1])=[CH:9][CH:8]=[C:7]([Cl:10])[N:6]=1. (8) The reactants are [CH2:1]([N:4]1[C:8]([C:9]2[CH:14]=[CH:13][C:12]([F:15])=[CH:11][CH:10]=2)=[N:7][NH:6][C:5]1=[O:16])[CH:2]=[CH2:3].Br[C:18]1[CH:23]=[CH:22][C:21]([C:24]2[O:30][C:27]([CH:28]=[O:29])=[CH:26][CH:25]=2)=[CH:20][CH:19]=1.C(N(C(C)C)CC)(C)C. The catalyst is O1CCOCC1.[Pd].C(P(C(C)(C)C)C(C)(C)C)(C)(C)C.C(P(C(C)(C)C)C(C)(C)C)(C)(C)C. The product is [F:15][C:12]1[CH:13]=[CH:14][C:9]([C:8]2[N:4]([CH2:1][CH:2]=[CH:3][C:18]3[CH:19]=[CH:20][C:21]([C:24]4[O:30][C:27]([CH:28]=[O:29])=[CH:26][CH:25]=4)=[CH:22][CH:23]=3)[C:5](=[O:16])[NH:6][N:7]=2)=[CH:10][CH:11]=1. The yield is 0.420.